This data is from Forward reaction prediction with 1.9M reactions from USPTO patents (1976-2016). The task is: Predict the product of the given reaction. (1) Given the reactants [NH2:1][C:2]1[CH:7]=[CH:6][C:5]([C:8]2[CH:13]=[CH:12][CH:11]=[C:10]([N+:14]([O-:16])=[O:15])[CH:9]=2)=[CH:4][C:3]=1[OH:17].[C:18](N1C=CN=C1)(N1C=CN=C1)=[O:19], predict the reaction product. The product is: [N+:14]([C:10]1[CH:9]=[C:8]([C:5]2[CH:6]=[CH:7][C:2]3[NH:1][C:18](=[O:19])[O:17][C:3]=3[CH:4]=2)[CH:13]=[CH:12][CH:11]=1)([O-:16])=[O:15]. (2) Given the reactants Br[CH:2]([C:14]1[CH:19]=[CH:18][CH:17]=[CH:16][CH:15]=1)[C:3]([C:5]1[C:13]2[C:8](=[CH:9][CH:10]=[CH:11][CH:12]=2)[NH:7][CH:6]=1)=[O:4].[NH2:20][C:21]1[CH:26]=[CH:25][CH:24]=[C:23]([O:27][CH3:28])[N:22]=1, predict the reaction product. The product is: [NH:7]1[C:8]2[C:13](=[CH:12][CH:11]=[CH:10][CH:9]=2)[C:5]([C:3](=[O:4])[CH:2]([NH:20][C:21]2[CH:26]=[CH:25][CH:24]=[C:23]([O:27][CH3:28])[N:22]=2)[C:14]2[CH:19]=[CH:18][CH:17]=[CH:16][CH:15]=2)=[CH:6]1. (3) Given the reactants [Cl:1][C:2]1[CH:3]=C([CH:7]=[CH:8][C:9]=1[N:10]1[CH2:14][CH2:13][CH:12]([N:15]([CH3:17])[CH3:16])[CH2:11]1)C#N.[OH-:18].[Na+].[CH2:20]([OH:22])[CH3:21], predict the reaction product. The product is: [Cl:1][C:2]1[CH:3]=[C:21]([CH:7]=[CH:8][C:9]=1[N:10]1[CH2:14][CH2:13][CH:12]([N:15]([CH3:17])[CH3:16])[CH2:11]1)[C:20]([OH:18])=[O:22]. (4) The product is: [N+:28]([C:31]1[CH:32]=[CH:33][C:34]([C:37]2[C:41]([C:2]3[CH:7]=[CH:6][N:5]=[C:4]4[N:8]([S:19]([C:22]5[CH:27]=[CH:26][CH:25]=[CH:24][CH:23]=5)(=[O:21])=[O:20])[C:9]([C:11]5[CH:16]=[CH:15][CH:14]=[C:13]([CH:17]=[O:18])[CH:12]=5)=[CH:10][C:3]=34)=[CH:40][N:39]([CH2:51][CH3:52])[N:38]=2)=[CH:35][CH:36]=1)([O-:30])=[O:29]. Given the reactants Br[C:2]1[CH:7]=[CH:6][N:5]=[C:4]2[N:8]([S:19]([C:22]3[CH:27]=[CH:26][CH:25]=[CH:24][CH:23]=3)(=[O:21])=[O:20])[C:9]([C:11]3[CH:16]=[CH:15][CH:14]=[C:13]([CH:17]=[O:18])[CH:12]=3)=[CH:10][C:3]=12.[N+:28]([C:31]1[CH:36]=[CH:35][C:34]([C:37]2[C:41](B3OC(C)(C)C(C)(C)O3)=[CH:40][N:39]([CH2:51][CH3:52])[N:38]=2)=[CH:33][CH:32]=1)([O-:30])=[O:29].C(=O)(O)[O-].[Na+], predict the reaction product. (5) Given the reactants [F:1][C:2]1[CH:3]=[CH:4][C:5]2[N:6]([CH:8]=[C:9]([CH:11]=O)[N:10]=2)[CH:7]=1.[NH2:13][C@@H:14]1[CH2:19][CH2:18][C@H:17]([N:20]2[C:25](=[O:26])[C:24]3[CH:27]=[C:28]([F:31])[CH:29]=[N:30][C:23]=3[N:22]([C:32]3[CH:33]=[C:34]([C:38]4[CH:43]=[CH:42][C:41]([OH:44])=[CH:40][C:39]=4[CH2:45][N:46]([CH3:48])[CH3:47])[CH:35]=[CH:36][CH:37]=3)[C:21]2=[O:49])[CH2:16][CH2:15]1.C(O)(=O)C.C(O[BH-](OC(=O)C)OC(=O)C)(=O)C.[Na+], predict the reaction product. The product is: [CH3:48][N:46]([CH2:45][C:39]1[CH:40]=[C:41]([OH:44])[CH:42]=[CH:43][C:38]=1[C:34]1[CH:35]=[CH:36][CH:37]=[C:32]([N:22]2[C:23]3[N:30]=[CH:29][C:28]([F:31])=[CH:27][C:24]=3[C:25](=[O:26])[N:20]([C@H:17]3[CH2:18][CH2:19][C@@H:14]([NH:13][CH2:11][C:9]4[N:10]=[C:5]5[CH:4]=[CH:3][C:2]([F:1])=[CH:7][N:6]5[CH:8]=4)[CH2:15][CH2:16]3)[C:21]2=[O:49])[CH:33]=1)[CH3:47]. (6) The product is: [C:1]([O:5][C:6]([N:8]1[CH2:12][CH2:11][CH:10]([O:13][C:15]2[N:20]=[CH:19][C:18]([Br:21])=[CH:17][N:16]=2)[CH2:9]1)=[O:7])([CH3:4])([CH3:2])[CH3:3]. Given the reactants [C:1]([O:5][C:6]([N:8]1[CH2:12][CH2:11][CH:10]([OH:13])[CH2:9]1)=[O:7])([CH3:4])([CH3:3])[CH3:2].Cl[C:15]1[N:20]=[CH:19][C:18]([Br:21])=[CH:17][N:16]=1, predict the reaction product. (7) Given the reactants [CH2:1]([C:3]1[N:7]([C:8]2[CH:13]=[CH:12][CH:11]=[CH:10][CH:9]=2)[N:6]=[CH:5][C:4]=1[C:14]1[N:15]=[CH:16][N:17](C2C=C(C=CC=2C)C(O)=O)[CH:18]=1)[CH3:2].C([C:31]1[NH:35]N=CC=1)C.C1C=CC(P(N=[N+]=[N-])(C2C=CC=CC=2)=[O:43])=CC=1.CCN(CC)CC.[CH2:60]([OH:67])[C:61]1[CH:66]=[CH:65][CH:64]=[CH:63][CH:62]=1.[C:68]1([CH3:74])[CH:73]=[CH:72][CH:71]=[CH:70][CH:69]=1, predict the reaction product. The product is: [CH2:60]([O:67][C:31](=[O:43])[NH:35][C:71]1[CH:72]=[CH:73][C:68]([CH3:74])=[C:69]([N:17]2[CH:18]=[C:14]([C:4]3[CH:5]=[N:6][N:7]([C:8]4[CH:9]=[CH:10][CH:11]=[CH:12][CH:13]=4)[C:3]=3[CH2:1][CH3:2])[N:15]=[CH:16]2)[CH:70]=1)[C:61]1[CH:66]=[CH:65][CH:64]=[CH:63][CH:62]=1. (8) Given the reactants [H-].[Al+3].[Li+].[H-].[H-].[H-].[Cl-].[Al+3].[Cl-].[Cl-].[F:11][C:12]1[CH:13]=[C:14]([C:18]2[C:26]3[C:21](=[CH:22][C:23]([O:29][CH3:30])=[C:24]([C:27]#[N:28])[CH:25]=3)[NH:20][N:19]=2)[CH:15]=[CH:16][CH:17]=1.N, predict the reaction product. The product is: [F:11][C:12]1[CH:13]=[C:14]([C:18]2[C:26]3[C:21](=[CH:22][C:23]([O:29][CH3:30])=[C:24]([CH2:27][NH2:28])[CH:25]=3)[NH:20][N:19]=2)[CH:15]=[CH:16][CH:17]=1. (9) Given the reactants C([N:4]1[C:9]2=[CH:10][CH:11]=[C:12]3[C:17]([N:16]=[C:15]([CH:18]([CH3:20])[CH3:19])[N:14]([C:21]4[CH:26]=[CH:25][C:24]([Cl:27])=[CH:23][CH:22]=4)[C:13]3=[O:28])=[C:8]2[CH2:7][CH2:6][CH2:5]1)(=O)C.Cl.C(=O)([O-])O.[Na+], predict the reaction product. The product is: [Cl:27][C:24]1[CH:23]=[CH:22][C:21]([N:14]2[C:13](=[O:28])[C:12]3[C:17](=[C:8]4[CH2:7][CH2:6][CH2:5][NH:4][C:9]4=[CH:10][CH:11]=3)[N:16]=[C:15]2[CH:18]([CH3:20])[CH3:19])=[CH:26][CH:25]=1.